This data is from Forward reaction prediction with 1.9M reactions from USPTO patents (1976-2016). The task is: Predict the product of the given reaction. Given the reactants [C:1]([O:5][C:6]([CH2:8][NH:9][C:10]1[CH:11]=[C:12]([C:16]2[CH:17]=[N:18][C:19]([CH:22]=[CH:23][C:24]([O:26][CH3:27])=[O:25])=[N:20][CH:21]=2)[CH:13]=[CH:14][CH:15]=1)=[O:7])([CH3:4])([CH3:3])[CH3:2], predict the reaction product. The product is: [C:1]([O:5][C:6]([CH2:8][NH:9][C:10]1[CH:11]=[C:12]([C:16]2[CH:17]=[N:18][C:19]([CH2:22][CH2:23][C:24]([O:26][CH3:27])=[O:25])=[N:20][CH:21]=2)[CH:13]=[CH:14][CH:15]=1)=[O:7])([CH3:4])([CH3:3])[CH3:2].